Dataset: Reaction yield outcomes from USPTO patents with 853,638 reactions. Task: Predict the reaction yield, written as a fraction of the theoretical maximum amount of product (1.0 means a 100% yield; for example, 0.34 means a 34% yield). (1) The reactants are [H-].[Na+].[CH:3]1([C@@H:9]([NH:11][C:12]([C:14]2[C:23]3[C:18](=[CH:19][CH:20]=[CH:21][CH:22]=3)[N:17]=[C:16]([C:24]3[CH:29]=[CH:28][CH:27]=[CH:26][CH:25]=3)[C:15]=2[CH2:30][N:31]2[CH2:36][CH2:35][N:34]([C:37]3[CH:42]=[CH:41][CH:40]=[CH:39][CH:38]=3)[C:33](=[O:43])[CH2:32]2)=[O:13])[CH3:10])[CH2:8][CH2:7][CH2:6][CH2:5][CH2:4]1.[CH2:44](Br)C1C=CC=CC=1.[Na+].[Cl-]. The catalyst is CN(C=O)C. The product is [CH:3]1([C@@H:9]([NH:11][C:12]([C:14]2[C:23]3[C:18](=[CH:19][CH:20]=[CH:21][CH:22]=3)[N:17]=[C:16]([C:24]3[CH:25]=[CH:26][CH:27]=[CH:28][CH:29]=3)[C:15]=2[CH2:30][N:31]2[CH2:36][CH2:35][N:34]([CH2:37][C:38]3[CH:44]=[CH:42][CH:41]=[CH:40][CH:39]=3)[C:33](=[O:43])[CH2:32]2)=[O:13])[CH3:10])[CH2:4][CH2:5][CH2:6][CH2:7][CH2:8]1. The yield is 0.570. (2) The reactants are [CH3:1][O:2][C:3](=[O:20])[C:4]1[CH:9]=[C:8]([CH:10]=[O:11])[C:7]([C:12]([F:15])([F:14])[F:13])=[CH:6][C:5]=1[NH:16]C(=O)C.C(=O)([O-])[O-].[K+].[K+].C1(C)C=CC(S([CH2:36][N+:37]#[C-:38])(=O)=O)=CC=1. The catalyst is CO. The product is [CH3:1][O:2][C:3](=[O:20])[C:4]1[CH:9]=[C:8]([C:10]2[O:11][CH:38]=[N:37][CH:36]=2)[C:7]([C:12]([F:13])([F:14])[F:15])=[CH:6][C:5]=1[NH2:16]. The yield is 0.280. (3) The reactants are [NH2:1][C:2]1[CH:3]=[C:4]([OH:12])[C:5](=[CH:10][CH:11]=1)[C:6]([O:8][CH3:9])=[O:7].[Cl:13][C:14]1[C:15]([CH3:24])=[C:16]([S:20](Cl)(=[O:22])=[O:21])[CH:17]=[CH:18][CH:19]=1. No catalyst specified. The product is [Cl:13][C:14]1[C:15]([CH3:24])=[C:16]([S:20]([NH:1][C:2]2[CH:11]=[CH:10][C:5]([C:6]([O:8][CH3:9])=[O:7])=[C:4]([OH:12])[CH:3]=2)(=[O:22])=[O:21])[CH:17]=[CH:18][CH:19]=1. The yield is 0.700. (4) The reactants are Cl[C:2]1[N:7]=[C:6]([N:8]([CH3:13])[S:9]([CH3:12])(=[O:11])=[O:10])[C:5]([Cl:14])=[C:4]([NH:15][C:16]2[CH:20]=[C:19]([O:21][CH3:22])[NH:18][N:17]=2)[N:3]=1.Cl.[F:24][C:25]1[CH:26]=[N:27][C:28]([C@@H:31]([NH2:33])[CH3:32])=[N:29][CH:30]=1.CCN(C(C)C)C(C)C. The catalyst is CCCCO. The product is [Cl:14][C:5]1[C:6]([N:8]([CH3:13])[S:9]([CH3:12])(=[O:11])=[O:10])=[N:7][C:2]([NH:33][C@H:31]([C:28]2[N:29]=[CH:30][C:25]([F:24])=[CH:26][N:27]=2)[CH3:32])=[N:3][C:4]=1[NH:15][C:16]1[CH:20]=[C:19]([O:21][CH3:22])[NH:18][N:17]=1. The yield is 0.770. (5) The reactants are Br[C:2]1[CH:7]=[CH:6][CH:5]=[C:4]([F:8])[C:3]=1[C:9]1[CH:14]=[CH:13][CH:12]=[C:11]([CH2:15][CH3:16])[CH:10]=1.[Li]CCCC.[CH3:22][O:23][CH:24]([O:42][CH3:43])[CH2:25][CH2:26][C:27]([C@@H:29]1[O:34][CH2:33][CH2:32][N:31]([C:35]([O:37][C:38]([CH3:41])([CH3:40])[CH3:39])=[O:36])[CH2:30]1)=[O:28]. The yield is 0.820. The catalyst is C1COCC1. The product is [CH2:15]([C:11]1[CH:10]=[C:9]([C:3]2[C:4]([F:8])=[CH:5][CH:6]=[CH:7][C:2]=2[C@:27]([C@@H:29]2[O:34][CH2:33][CH2:32][N:31]([C:35]([O:37][C:38]([CH3:41])([CH3:40])[CH3:39])=[O:36])[CH2:30]2)([OH:28])[CH2:26][CH2:25][CH:24]([O:23][CH3:22])[O:42][CH3:43])[CH:14]=[CH:13][CH:12]=1)[CH3:16]. (6) The yield is 0.180. The catalyst is CN(C=O)C. The reactants are [Cl:1][C:2]1[C:3]([C:10]([O:12][CH3:13])=[O:11])=[N:4][C:5]([Cl:9])=[CH:6][C:7]=1Cl.[CH3:14][NH:15][CH:16]1[CH2:21][CH2:20][N:19]([C:22]([O:24][C:25]([CH3:28])([CH3:27])[CH3:26])=[O:23])[CH2:18][CH2:17]1. The product is [C:25]([O:24][C:22]([N:19]1[CH2:18][CH2:17][CH:16]([N:15]([CH3:14])[C:7]2[CH:6]=[C:5]([Cl:9])[N:4]=[C:3]([C:10]([O:12][CH3:13])=[O:11])[C:2]=2[Cl:1])[CH2:21][CH2:20]1)=[O:23])([CH3:28])([CH3:27])[CH3:26]. (7) The reactants are [H-].[Na+].[OH:3][C:4]1[CH:9]=[CH:8][CH:7]=[CH:6][N:5]=1.[Br-].[Li+].[Cl:12][C:13]1[CH:18]=[CH:17][C:16]([C@@H:19]2[O:25][CH2:24][CH2:23][N:22]([C:26]([O:28][C:29]([CH3:32])([CH3:31])[CH3:30])=[O:27])[CH2:21][C@H:20]2[CH2:33]OS(C)(=O)=O)=[CH:15][C:14]=1[F:39]. The catalyst is COCCOC.CN(C=O)C.O. The product is [Cl:12][C:13]1[CH:18]=[CH:17][C:16]([C@@H:19]2[O:25][CH2:24][CH2:23][N:22]([C:26]([O:28][C:29]([CH3:31])([CH3:30])[CH3:32])=[O:27])[CH2:21][C@H:20]2[CH2:33][N:5]2[CH:6]=[CH:7][CH:8]=[CH:9][C:4]2=[O:3])=[CH:15][C:14]=1[F:39]. The yield is 0.810.